Dataset: Catalyst prediction with 721,799 reactions and 888 catalyst types from USPTO. Task: Predict which catalyst facilitates the given reaction. Product: [F:7][C:8]1[CH:9]=[C:10]([CH2:11][C:23]([C:22]2[CH:21]=[CH:20][C:19]([C:18]([F:17])([F:28])[F:29])=[CH:27][CH:26]=2)=[O:24])[CH:13]=[C:14]([F:16])[CH:15]=1. Reactant: C([Cu])#N.[Li+].[Br-].[Br-].[F:7][C:8]1[CH:9]=[C:10]([CH:13]=[C:14]([F:16])[CH:15]=1)[CH2:11][Zn+].[F:17][C:18]([F:29])([F:28])[C:19]1[CH:27]=[CH:26][C:22]([C:23](Cl)=[O:24])=[CH:21][CH:20]=1. The catalyst class is: 1.